This data is from Full USPTO retrosynthesis dataset with 1.9M reactions from patents (1976-2016). The task is: Predict the reactants needed to synthesize the given product. (1) Given the product [C:13]([O:17][C:18]([N:20]1[CH2:21][CH2:22][CH:23]([N:26]2[CH:30]=[C:29]([C:9]3[CH:8]=[N:7][C:6]4[C:11](=[C:2]([Br:1])[CH:3]=[CH:4][CH:5]=4)[N:10]=3)[CH:28]=[N:27]2)[CH2:24][CH2:25]1)=[O:19])([CH3:16])([CH3:14])[CH3:15], predict the reactants needed to synthesize it. The reactants are: [Br:1][C:2]1[CH:3]=[CH:4][CH:5]=[C:6]2[C:11]=1[N:10]=[C:9](Cl)[CH:8]=[N:7]2.[C:13]([O:17][C:18]([N:20]1[CH2:25][CH2:24][CH:23]([N:26]2[CH:30]=[C:29](B3OC(C)(C)C(C)(C)O3)[CH:28]=[N:27]2)[CH2:22][CH2:21]1)=[O:19])([CH3:16])([CH3:15])[CH3:14].[O-]P([O-])([O-])=O.[K+].[K+].[K+]. (2) The reactants are: [CH2:1]([O:8][C:9]([NH:11][C:12]1[C:13]([CH3:37])=[C:14]([C:18]2[C:30]3[C:29]4[C:24](=[CH:25][C:26]([Br:31])=[CH:27][CH:28]=4)[NH:23][C:22]=3[C:21]([C:32]([O:34]CC)=[O:33])=[N:20][CH:19]=2)[CH:15]=[CH:16][CH:17]=1)=[O:10])[C:2]1[CH:7]=[CH:6][CH:5]=[CH:4][CH:3]=1.O.[OH-].[Li+]. Given the product [CH2:1]([O:8][C:9]([NH:11][C:12]1[C:13]([CH3:37])=[C:14]([C:18]2[C:30]3[C:29]4[C:24](=[CH:25][C:26]([Br:31])=[CH:27][CH:28]=4)[NH:23][C:22]=3[C:21]([C:32]([OH:34])=[O:33])=[N:20][CH:19]=2)[CH:15]=[CH:16][CH:17]=1)=[O:10])[C:2]1[CH:7]=[CH:6][CH:5]=[CH:4][CH:3]=1, predict the reactants needed to synthesize it. (3) Given the product [CH3:2][O:3][CH2:4][CH2:5][NH:6][C:7]([C:9]1[CH:17]=[CH:16][C:15]2[C:11](=[CH:12][N:13]([CH2:18][CH:19]3[CH2:20][CH2:21][N:22]([C:42](=[O:43])[C:41]4[CH:45]=[CH:46][C:38]([S:37][C:34]([F:36])([F:33])[F:35])=[CH:39][CH:40]=4)[CH2:23][CH2:24]3)[N:14]=2)[C:10]=1[CH3:25])=[O:8], predict the reactants needed to synthesize it. The reactants are: Cl.[CH3:2][O:3][CH2:4][CH2:5][NH:6][C:7]([C:9]1[CH:17]=[CH:16][C:15]2[C:11](=[CH:12][N:13]([CH2:18][CH:19]3[CH2:24][CH2:23][NH:22][CH2:21][CH2:20]3)[N:14]=2)[C:10]=1[CH3:25])=[O:8].C(N(CC)CC)C.[F:33][C:34]([S:37][C:38]1[CH:46]=[CH:45][C:41]([C:42](Cl)=[O:43])=[CH:40][CH:39]=1)([F:36])[F:35]. (4) The reactants are: C[O:2][C:3]1[CH:20]=[CH:19][C:18]2[C:5](=[CH:6][CH:7]=[C:8]3[C:17]=2[CH:16]([C:21]2[CH:26]=[CH:25][C:24]([O:27][CH2:28][CH2:29][N:30]4[CH2:35][CH2:34][CH2:33][CH2:32][CH2:31]4)=[CH:23][CH:22]=2)[O:15][C:14]2[C:9]3=[CH:10][CH:11]=[C:12]([CH2:36][OH:37])[CH:13]=2)[CH:4]=1.[Na]. Given the product [OH:37][CH2:36][C:12]1[CH:13]=[C:14]2[C:9](=[CH:10][CH:11]=1)[C:8]1[C:17](=[C:18]3[C:5](=[CH:6][CH:7]=1)[CH:4]=[C:3]([OH:2])[CH:20]=[CH:19]3)[CH:16]([C:21]1[CH:26]=[CH:25][C:24]([O:27][CH2:28][CH2:29][N:30]3[CH2:31][CH2:32][CH2:33][CH2:34][CH2:35]3)=[CH:23][CH:22]=1)[O:15]2, predict the reactants needed to synthesize it. (5) Given the product [F:14][C:15]1[CH:20]=[C:19]([C:5]2[CH:4]=[N:3][C:2]([NH:24][C:25]3[N:26]=[C:27]([CH3:30])[S:28][CH:29]=3)=[C:11]3[C:6]=2[CH:7]=[CH:8][C:9]([CH3:12])=[N:10]3)[CH:18]=[N:17][CH:16]=1, predict the reactants needed to synthesize it. The reactants are: Cl[C:2]1[N:3]=[CH:4][C:5](I)=[C:6]2[C:11]=1[N:10]=[C:9]([CH3:12])[CH:8]=[CH:7]2.[F:14][C:15]1[CH:16]=[N:17][CH:18]=[C:19](B(O)O)[CH:20]=1.[NH2:24][C:25]1[N:26]=[C:27]([CH3:30])[S:28][CH:29]=1. (6) Given the product [OH:1][C:2]1([CH2:36][CH2:37][OH:40])[CH2:7][CH2:6][CH:5]([N:8]2[C:13](=[O:14])[C:12]([CH2:15][C:16]3[CH:17]=[CH:18][C:19]([C:22]4[C:23]([C:28]#[N:29])=[CH:24][CH:25]=[CH:26][CH:27]=4)=[CH:20][CH:21]=3)=[C:11]([CH2:30][CH2:31][CH3:32])[N:10]3[N:33]=[CH:34][N:35]=[C:9]23)[CH2:4][CH2:3]1, predict the reactants needed to synthesize it. The reactants are: [OH:1][C:2]1([CH2:36][CH:37]=C)[CH2:7][CH2:6][CH:5]([N:8]2[C:13](=[O:14])[C:12]([CH2:15][C:16]3[CH:21]=[CH:20][C:19]([C:22]4[C:23]([C:28]#[N:29])=[CH:24][CH:25]=[CH:26][CH:27]=4)=[CH:18][CH:17]=3)=[C:11]([CH2:30][CH2:31][CH3:32])[N:10]3[N:33]=[CH:34][N:35]=[C:9]23)[CH2:4][CH2:3]1.I([O-])(=O)(=O)=[O:40].[Na+].CC(C)=O.C(#N)C. (7) Given the product [CH3:1][O:2][C:3]1[N:4]=[N+:5]([O-:14])[CH:6]=[CH:7][CH:8]=1, predict the reactants needed to synthesize it. The reactants are: [CH3:1][O:2][C:3]1[N:4]=[N:5][CH:6]=[CH:7][CH:8]=1.ClC1C=C(C=CC=1)C(O)=[O:14].C(=O)(O)[O-].[Na+].C(Cl)(Cl)Cl.